Dataset: Full USPTO retrosynthesis dataset with 1.9M reactions from patents (1976-2016). Task: Predict the reactants needed to synthesize the given product. (1) The reactants are: [F:1][C:2]([F:12])([F:11])[C:3]1[CH:4]=[C:5]([CH:8]=[CH:9][CH:10]=1)[CH:6]=O.[C@@H:13]1([NH2:23])[C:22]2[C:17](=[CH:18][CH:19]=[CH:20][CH:21]=2)[CH2:16][CH2:15][CH2:14]1. Given the product [C@@H:13]1([NH:23][CH2:6][C:5]2[CH:8]=[CH:9][CH:10]=[C:3]([C:2]([F:12])([F:11])[F:1])[CH:4]=2)[C:22]2[C:17](=[CH:18][CH:19]=[CH:20][CH:21]=2)[CH2:16][CH2:15][CH2:14]1, predict the reactants needed to synthesize it. (2) Given the product [C:1]([O:5][C:6]([N:8]1[C@H:12]([C:13](=[O:44])[NH:14][C@:15]2([C:20]([NH:22][S:23]([C:26]3([CH2:29][CH2:30][CH2:31][CH2:32][CH2:33][CH2:34][CH2:35][CH2:36][CH2:37][CH2:38][CH2:39][C:40]([OH:42])=[O:41])[CH2:28][CH2:27]3)(=[O:25])=[O:24])=[O:21])[CH2:17][C@H:16]2[CH:18]=[CH2:19])[CH2:11][C@@H:10]([O:45][C:46]([N:48]2[CH2:56][C:55]3[C:50](=[CH:51][CH:52]=[CH:53][C:54]=3[F:57])[CH2:49]2)=[O:47])[CH2:9]1)=[O:7])([CH3:2])([CH3:3])[CH3:4], predict the reactants needed to synthesize it. The reactants are: [C:1]([O:5][C:6]([N:8]1[C@H:12]([C:13](=[O:44])[NH:14][C@:15]2([C:20]([NH:22][S:23]([C:26]3([CH2:29][CH2:30][CH2:31][CH2:32][CH2:33][CH2:34][CH2:35][CH2:36][CH2:37][CH2:38][CH2:39][C:40]([O:42]C)=[O:41])[CH2:28][CH2:27]3)(=[O:25])=[O:24])=[O:21])[CH2:17][C@H:16]2[CH:18]=[CH2:19])[CH2:11][C@@H:10]([O:45][C:46]([N:48]2[CH2:56][C:55]3[C:50](=[CH:51][CH:52]=[CH:53][C:54]=3[F:57])[CH2:49]2)=[O:47])[CH2:9]1)=[O:7])([CH3:4])([CH3:3])[CH3:2].O.[OH-].[Li+]. (3) Given the product [CH3:1][O:2][C:3]([CH2:5][O:6][C:7](=[O:19])[CH2:8][O:9][C:10]1[CH:11]=[CH:12][C:13]([NH2:16])=[CH:14][CH:15]=1)=[O:4], predict the reactants needed to synthesize it. The reactants are: [CH3:1][O:2][C:3]([CH2:5][O:6][C:7](=[O:19])[CH2:8][O:9][C:10]1[CH:15]=[CH:14][C:13]([N+:16]([O-])=O)=[CH:12][CH:11]=1)=[O:4]. (4) Given the product [O:53]=[C:37]1[NH:38][C:39]2[CH:52]=[CH:51][CH:50]=[CH:49][C:40]=2[C:41]([C:43]2[CH:48]=[CH:47][CH:46]=[CH:45][CH:44]=2)=[N:42][CH:36]1[NH:35][C:71]([C:56]1[CH:55]=[C:59]([N:60]2[CH2:68][C:67]3[C:62](=[C:63]([Cl:69])[CH:64]=[CH:65][CH:66]=3)[C:61]2=[O:70])[NH:58][N:57]=1)=[O:72], predict the reactants needed to synthesize it. The reactants are: ClC1C=CC=C2C=1C(=O)N(C1C=C(C=CC=1)C(NCCC1CCN(C3C=CN=CC=3)CC1)=O)C2.[NH2:35][CH:36]1[N:42]=[C:41]([C:43]2[CH:48]=[CH:47][CH:46]=[CH:45][CH:44]=2)[C:40]2[CH:49]=[CH:50][CH:51]=[CH:52][C:39]=2[NH:38][C:37]1=[O:53].Br[C:55]1[C:56]([C:71](O)=[O:72])=[N:57][NH:58][C:59]=1[N:60]1[CH2:68][C:67]2[C:62](=[C:63]([Cl:69])[CH:64]=[CH:65][CH:66]=2)[C:61]1=[O:70].ClC1C=CC=C2C=1C(=O)N(C1C=C(C=CC=1)C(O)=O)C2.COC(C1C(Br)=C(N)NN=1)=O. (5) Given the product [CH3:22][O:21][C:19]1[CH:20]=[C:15]([N:4]2[CH2:5][CH2:6][N:1]([C:7]([O:9][C:10]([CH3:13])([CH3:12])[CH3:11])=[O:8])[CH2:2][CH2:3]2)[CH:16]=[CH:17][C:18]=1[N+:23]([O-:25])=[O:24], predict the reactants needed to synthesize it. The reactants are: [N:1]1([C:7]([O:9][C:10]([CH3:13])([CH3:12])[CH3:11])=[O:8])[CH2:6][CH2:5][NH:4][CH2:3][CH2:2]1.F[C:15]1[CH:16]=[CH:17][C:18]([N+:23]([O-:25])=[O:24])=[C:19]([O:21][CH3:22])[CH:20]=1.C(N(C(C)C)C(C)C)C. (6) The reactants are: [CH3:1][O:2][C:3](=[O:16])[C@@H:4]([NH2:15])[C@H:5]([NH:7][C:8]([O:10][C:11]([CH3:14])([CH3:13])[CH3:12])=[O:9])[CH3:6].[ClH:17].CCCCCC. Given the product [ClH:17].[CH3:1][O:2][C:3](=[O:16])[C@@H:4]([NH2:15])[C@H:5]([NH:7][C:8]([O:10][C:11]([CH3:13])([CH3:12])[CH3:14])=[O:9])[CH3:6], predict the reactants needed to synthesize it. (7) Given the product [CH:1]([C:5]1[CH:6]=[CH:7][C:8]([N:11]2[C:20](=[O:21])[C:19]3[C:14](=[CH:15][CH:16]=[CH:17][CH:18]=3)[N:13]=[C:12]2[C:22]2[CH:23]=[N:24][C:25]([CH2:28][N:44]3[CH2:49][CH2:48][O:47][CH2:46][CH2:45]3)=[CH:26][CH:27]=2)=[CH:9][CH:10]=1)([CH2:3][CH3:4])[CH3:2], predict the reactants needed to synthesize it. The reactants are: [CH:1]([C:5]1[CH:10]=[CH:9][C:8]([N:11]2[C:20](=[O:21])[C:19]3[C:14](=[CH:15][CH:16]=[CH:17][CH:18]=3)[N:13]=[C:12]2[C:22]2[CH:23]=[N:24][C:25]([CH2:28]O)=[CH:26][CH:27]=2)=[CH:7][CH:6]=1)([CH2:3][CH3:4])[CH3:2].CCN(C(C)C)C(C)C.CS(Cl)(=O)=O.[NH:44]1[CH2:49][CH2:48][O:47][CH2:46][CH2:45]1. (8) Given the product [NH2:1][C:2]1[N:6]([CH3:7])[C:5]([S:8][C:13]2[C:14]([Br:22])=[CH:15][C:16]3[O:20][CH2:19][CH2:18][C:17]=3[CH:21]=2)=[N:4][C:3]=1[C:9]([NH2:11])=[O:10], predict the reactants needed to synthesize it. The reactants are: [NH2:1][C:2]1[N:6]([CH3:7])[C:5]([SH:8])=[N:4][C:3]=1[C:9]([NH2:11])=[O:10].Br[C:13]1[C:14]([Br:22])=[CH:15][C:16]2[O:20][CH2:19][CH2:18][C:17]=2[CH:21]=1. (9) Given the product [CH3:20][O:19][C:9]1[CH:10]=[C:11]([N:14]2[CH:18]=[CH:17][CH:16]=[N:15]2)[CH:12]=[CH:13][C:8]=1[C:5]1[N:4]=[N:3][C:2]([N:24]2[CH2:23][CH2:22][N:21]([C:27]([O:29][C:30]([CH3:33])([CH3:32])[CH3:31])=[O:28])[CH2:26][CH2:25]2)=[CH:7][CH:6]=1, predict the reactants needed to synthesize it. The reactants are: Cl[C:2]1[N:3]=[N:4][C:5]([C:8]2[CH:13]=[CH:12][C:11]([N:14]3[CH:18]=[CH:17][CH:16]=[N:15]3)=[CH:10][C:9]=2[O:19][CH3:20])=[CH:6][CH:7]=1.[N:21]1([C:27]([O:29][C:30]([CH3:33])([CH3:32])[CH3:31])=[O:28])[CH2:26][CH2:25][NH:24][CH2:23][CH2:22]1.CCN(C(C)C)C(C)C.C(O)CCC. (10) Given the product [Cl:33][C:30]1[CH:31]=[CH:32][C:27]([CH2:26][CH2:25][N:2]([CH2:3][CH2:4][N:5]2[C:11]3[CH:12]=[CH:13][CH:14]=[CH:15][C:10]=3[CH2:9][O:8][C:7]3[CH:16]=[CH:17][CH:18]=[CH:19][C:6]2=3)[CH3:1])=[CH:28][CH:29]=1, predict the reactants needed to synthesize it. The reactants are: [CH3:1][NH:2][CH2:3][CH2:4][N:5]1[C:11]2[CH:12]=[CH:13][CH:14]=[CH:15][C:10]=2[CH2:9][O:8][C:7]2[CH:16]=[CH:17][CH:18]=[CH:19][C:6]1=2.S(O[CH2:25][CH2:26][C:27]1[CH:32]=[CH:31][C:30]([Cl:33])=[CH:29][CH:28]=1)(=O)(=O)C.C(=O)([O-])[O-].[Na+].[Na+].[I-].[Na+].